Dataset: Full USPTO retrosynthesis dataset with 1.9M reactions from patents (1976-2016). Task: Predict the reactants needed to synthesize the given product. (1) Given the product [CH2:1]([O:3][C:4](=[O:8])[C@H:5]([OH:7])[CH2:6][N:11]=[N+:12]=[N-:13])[CH3:2], predict the reactants needed to synthesize it. The reactants are: [CH2:1]([O:3][C:4](=[O:8])[C@@H:5]1[O:7][CH2:6]1)[CH3:2].[Cl-].[NH4+].[N-:11]=[N+:12]=[N-:13].[Na+]. (2) Given the product [Si:30]([O:24][CH2:23][CH:2]([OH:1])[CH2:3][N:4]1[C:12]([C:13]2[CH:18]=[CH:17][CH:16]=[CH:15][CH:14]=2)=[C:11]2[C:6]([N:7]([CH3:22])[C:8](=[O:21])[N:9]([CH3:20])[C:10]2=[O:19])=[CH:5]1)([C:33]([CH3:36])([CH3:35])[CH3:34])([CH3:32])[CH3:31], predict the reactants needed to synthesize it. The reactants are: [OH:1][CH:2]([CH2:23][OH:24])[CH2:3][N:4]1[C:12]([C:13]2[CH:18]=[CH:17][CH:16]=[CH:15][CH:14]=2)=[C:11]2[C:6]([N:7]([CH3:22])[C:8](=[O:21])[N:9]([CH3:20])[C:10]2=[O:19])=[CH:5]1.N1C=CN=C1.[Si:30](Cl)([C:33]([CH3:36])([CH3:35])[CH3:34])([CH3:32])[CH3:31]. (3) Given the product [CH2:1]([C:3]1[S:20][C:6]2[N:7]([CH2:22][C:23]3[CH:28]=[CH:27][C:26]([C:29]4[CH:34]=[CH:33][CH:32]=[CH:31][C:30]=4[C:35]4[NH:39][C:38](=[O:45])[O:37][N:36]=4)=[CH:25][CH:24]=3)[C:8](=[O:19])[N:9]([CH2:12][CH2:13][C:14]3[S:15][CH:16]=[CH:17][CH:18]=3)[C:10](=[O:11])[C:5]=2[CH:4]=1)[CH3:2], predict the reactants needed to synthesize it. The reactants are: [CH2:1]([C:3]1[S:20][C:6]2[NH:7][C:8](=[O:19])[N:9]([CH2:12][CH2:13][C:14]3[S:15][CH:16]=[CH:17][CH:18]=3)[C:10](=[O:11])[C:5]=2[CH:4]=1)[CH3:2].Br[CH2:22][C:23]1[CH:28]=[CH:27][C:26]([C:29]2[CH:34]=[CH:33][CH:32]=[CH:31][C:30]=2[C:35]2[N:39]=[C:38](C(Cl)(Cl)Cl)[O:37][N:36]=2)=[CH:25][CH:24]=1.C(=O)([O-])[O-:45].[K+].[K+].CN(C)C=O. (4) Given the product [C:27]([C:30]1[N:37]2[C:33]([S:34][C:35]([C:8]3[C@H:9]([CH3:10])[C@@H:5]4[C@@H:4]([C@H:2]([OH:1])[CH3:3])[C:25](=[O:26])[N:6]4[C:7]=3[C:12]([O:14][CH2:15][C:16]3[CH:21]=[CH:20][C:19]([N+:22]([O-:24])=[O:23])=[CH:18][CH:17]=3)=[O:13])=[CH:36]2)=[C:32]([C:51]([C:53]2[CH:54]=[N:55][CH:56]=[CH:57][CH:58]=2)=[O:52])[N:31]=1)(=[O:29])[CH3:28], predict the reactants needed to synthesize it. The reactants are: [OH:1][C@@H:2]([C@H:4]1[C:25](=[O:26])[N:6]2[C@@H:7]([C:12]([O:14][CH2:15][C:16]3[CH:21]=[CH:20][C:19]([N+:22]([O-:24])=[O:23])=[CH:18][CH:17]=3)=[O:13])[C:8](=O)[C@H:9]([CH3:10])[C@H:5]12)[CH3:3].[C:27]([C:30]1[N:37]2[C:33]([S:34][C:35]([Sn](CCCC)(CCCC)CCCC)=[CH:36]2)=[C:32]([C:51]([C:53]2[CH:54]=[N:55][CH:56]=[CH:57][CH:58]=2)=[O:52])[N:31]=1)(=[O:29])[CH3:28]. (5) Given the product [F:14][C:15]([F:23])([F:24])[C:16]1[CH:17]=[CH:18][C:19]([NH:20][C:2]([NH:1][C:4]2([C:10]([O:12][CH3:13])=[O:11])[CH2:9][CH2:8][CH2:7][CH2:6][CH2:5]2)=[O:3])=[CH:21][CH:22]=1, predict the reactants needed to synthesize it. The reactants are: [N:1]([C:4]1([C:10]([O:12][CH3:13])=[O:11])[CH2:9][CH2:8][CH2:7][CH2:6][CH2:5]1)=[C:2]=[O:3].[F:14][C:15]([F:24])([F:23])[C:16]1[CH:22]=[CH:21][C:19]([NH2:20])=[CH:18][CH:17]=1. (6) Given the product [Br:41][C:13]1[C:7]2[N:6]3[C:2]([CH3:1])=[N:3][C:4]([C:24]4[CH:25]=[CH:26][C:27]([C:30]([OH:33])([CH3:31])[CH3:32])=[CH:28][CH:29]=4)=[C:5]3[CH:10]=[N:9][C:8]=2[N:11]([Si:14]([CH:21]([CH3:23])[CH3:22])([CH:18]([CH3:20])[CH3:19])[CH:15]([CH3:16])[CH3:17])[CH:12]=1, predict the reactants needed to synthesize it. The reactants are: [CH3:1][C:2]1[N:6]2[C:7]3[CH:13]=[CH:12][N:11]([Si:14]([CH:21]([CH3:23])[CH3:22])([CH:18]([CH3:20])[CH3:19])[CH:15]([CH3:17])[CH3:16])[C:8]=3[N:9]=[CH:10][C:5]2=[C:4]([C:24]2[CH:29]=[CH:28][C:27]([C:30]([OH:33])([CH3:32])[CH3:31])=[CH:26][CH:25]=2)[N:3]=1.C1C(=O)N([Br:41])C(=O)C1.